From a dataset of Catalyst prediction with 721,799 reactions and 888 catalyst types from USPTO. Predict which catalyst facilitates the given reaction. (1) The catalyst class is: 3. Reactant: [CH3:1][C:2]1[N:3]=[N:4][N:5]([CH2:7][C:8]2[CH:13]=[C:12]([C:14]([F:17])([F:16])[F:15])[CH:11]=[CH:10][C:9]=2/[CH:18]=[CH:19]/[C:20](O)=[O:21])[N:6]=1.[CH3:23][NH:24][C:25]([C@@H:27]1[CH2:32][CH2:31][CH2:30][CH2:29][NH:28]1)=[O:26].CCN(C(C)C)C(C)C.C(P1(=O)OP(CCC)(=O)OP(CCC)(=O)O1)CC. Product: [CH3:23][NH:24][C:25]([C@@H:27]1[CH2:32][CH2:31][CH2:30][CH2:29][N:28]1[C:20](=[O:21])/[CH:19]=[CH:18]/[C:9]1[CH:10]=[CH:11][C:12]([C:14]([F:16])([F:17])[F:15])=[CH:13][C:8]=1[CH2:7][N:5]1[N:4]=[N:3][C:2]([CH3:1])=[N:6]1)=[O:26]. (2) Reactant: Cl.[NH2:2][OH:3].C[O-].[Na+].[C:7](/[N:9]=[C:10](\[N:38]1[CH2:43][CH2:42][CH2:41][CH2:40][CH2:39]1)/[N:11]1[CH2:16][CH2:15][C@H:14]([C:17]([N:19]2[CH2:24][CH2:23][N:22]([C:25]3[CH:30]=[CH:29][C:28]([C:31]#[N:32])=[CH:27][C:26]=3[CH3:33])[CH2:21][CH2:20]2)=[O:18])[C@@H:13]([C:34](OC)=[O:35])[CH2:12]1)#[N:8].NO. Product: [C:7](/[N:9]=[C:10](\[N:38]1[CH2:39][CH2:40][CH2:41][CH2:42][CH2:43]1)/[N:11]1[CH2:16][CH2:15][C@H:14]([C:17]([N:19]2[CH2:20][CH2:21][N:22]([C:25]3[CH:30]=[CH:29][C:28]([C:31]#[N:32])=[CH:27][C:26]=3[CH3:33])[CH2:23][CH2:24]2)=[O:18])[C@@H:13]([C:34]([NH:2][OH:3])=[O:35])[CH2:12]1)#[N:8]. The catalyst class is: 5.